Dataset: Peptide-MHC class II binding affinity with 134,281 pairs from IEDB. Task: Regression. Given a peptide amino acid sequence and an MHC pseudo amino acid sequence, predict their binding affinity value. This is MHC class II binding data. (1) The peptide sequence is FQTMPGTFQTTTGEI. The MHC is DRB1_0401 with pseudo-sequence DRB1_0401. The binding affinity (normalized) is 0.501. (2) The peptide sequence is VEDNLVKLKNVLNVY. The MHC is HLA-DQA10401-DQB10402 with pseudo-sequence HLA-DQA10401-DQB10402. The binding affinity (normalized) is 0.255.